From a dataset of Reaction yield outcomes from USPTO patents with 853,638 reactions. Predict the reaction yield, written as a fraction of the theoretical maximum amount of product (1.0 means a 100% yield; for example, 0.34 means a 34% yield). (1) The reactants are [NH2:1][C:2]1[CH:7]=[CH:6][CH:5]=[CH:4][C:3]=1[S:8]([CH:11]([CH3:13])[CH3:12])(=[O:10])=[O:9].[H-].[Na+].[Cl:16][C:17]1[N:22]=[C:21](Cl)[C:20]([C:24]([F:27])([F:26])[F:25])=[CH:19][N:18]=1. The catalyst is CN(C)C=O. The product is [Cl:16][C:17]1[N:18]=[C:19]([NH:1][C:2]2[CH:7]=[CH:6][CH:5]=[CH:4][C:3]=2[S:8]([CH:11]([CH3:13])[CH3:12])(=[O:10])=[O:9])[C:20]([C:24]([F:27])([F:25])[F:26])=[CH:21][N:22]=1. The yield is 0.0200. (2) The reactants are [Br:1][C:2]1[CH:9]=[CH:8][C:5]([CH:6]=O)=[C:4]([O:10][C:11]2[CH:16]=[CH:15][CH:14]=[CH:13][CH:12]=2)[CH:3]=1.[N:17]1([C:23]([O:25][C:26]([CH3:29])([CH3:28])[CH3:27])=[O:24])[CH2:22][CH2:21][NH:20][CH2:19][CH2:18]1.ClCCl.C(O[BH-](OC(=O)C)OC(=O)C)(=O)C.[Na+]. The catalyst is O. The product is [Br:1][C:2]1[CH:9]=[CH:8][C:5]([CH2:6][N:20]2[CH2:19][CH2:18][N:17]([C:23]([O:25][C:26]([CH3:29])([CH3:28])[CH3:27])=[O:24])[CH2:22][CH2:21]2)=[C:4]([O:10][C:11]2[CH:16]=[CH:15][CH:14]=[CH:13][CH:12]=2)[CH:3]=1. The yield is 0.740. (3) The reactants are [CH3:1][C:2]([C:13]1[CH:18]=[CH:17][C:16]([N+:19]([O-])=O)=[CH:15][CH:14]=1)([CH3:12])[CH2:3][NH:4][C:5](=[O:11])[O:6][C:7]([CH3:10])([CH3:9])[CH3:8].C([O-])=O.[NH4+]. The catalyst is CCO.[Pd]. The product is [CH3:12][C:2]([C:13]1[CH:18]=[CH:17][C:16]([NH2:19])=[CH:15][CH:14]=1)([CH3:1])[CH2:3][NH:4][C:5](=[O:11])[O:6][C:7]([CH3:8])([CH3:9])[CH3:10]. The yield is 0.830. (4) The reactants are [NH2:1][C:2]1[CH:11]=[CH:10][C:5]2[NH:6][C:7](=[O:9])[NH:8][C:4]=2[CH:3]=1.[Cl:12][C:13]1[N:18]=[C:17](Cl)[C:16]([F:20])=[CH:15][N:14]=1.CO. The catalyst is O. The product is [Cl:12][C:13]1[N:18]=[C:17]([NH:1][C:2]2[CH:11]=[CH:10][C:5]3[NH:6][C:7](=[O:9])[NH:8][C:4]=3[CH:3]=2)[C:16]([F:20])=[CH:15][N:14]=1. The yield is 0.700. (5) The reactants are [C:1]([N:8]1[CH2:12][C@@H:11]([N:13]=[N+:14]=[N-:15])[CH2:10][C@H:9]1[C:16]([O:18]C)=[O:17])([O:3][C:4]([CH3:7])([CH3:6])[CH3:5])=[O:2].[Li+].[OH-]. The catalyst is CO.O. The product is [C:1]([N:8]1[CH2:12][C@@H:11]([N:13]=[N+:14]=[N-:15])[CH2:10][C@H:9]1[C:16]([OH:18])=[O:17])([O:3][C:4]([CH3:7])([CH3:6])[CH3:5])=[O:2]. The yield is 0.950.